Dataset: Forward reaction prediction with 1.9M reactions from USPTO patents (1976-2016). Task: Predict the product of the given reaction. Given the reactants C(OC(=O)[NH:7][CH:8]1[CH2:12][CH2:11][N:10]([C:13]2[C:18]([O:19][CH2:20][C:21]3[CH:26]=[CH:25][N:24]=[CH:23][CH:22]=3)=[N:17][CH:16]=[CH:15][N:14]=2)[CH2:9]1)(C)(C)C.C(O)(C(F)(F)F)=O.C(Cl)Cl, predict the reaction product. The product is: [N:24]1[CH:25]=[CH:26][C:21]([CH2:20][O:19][C:18]2[C:13]([N:10]3[CH2:11][CH2:12][CH:8]([NH2:7])[CH2:9]3)=[N:14][CH:15]=[CH:16][N:17]=2)=[CH:22][CH:23]=1.